From a dataset of Catalyst prediction with 721,799 reactions and 888 catalyst types from USPTO. Predict which catalyst facilitates the given reaction. (1) Reactant: P(Cl)(Cl)(Cl)=O.[CH3:6][N:7]([CH3:10])[CH:8]=O.Cl.[NH:12]1[C:16]2=[N:17][CH:18]=[CH:19][CH:20]=[C:15]2[CH2:14][C:13]1=[O:21]. Product: [CH3:6][N:7]([CH:10]=[C:14]1[C:15]2[C:16](=[N:17][CH:18]=[CH:19][CH:20]=2)[NH:12][C:13]1=[O:21])[CH3:8]. The catalyst class is: 272. (2) Reactant: [F:1][C:2]1[CH:7]=[CH:6][C:5]([CH2:8][C:9]([O:11][CH2:12][CH3:13])=[O:10])=[CH:4][CH:3]=1.CO[CH:16](OC)[N:17]([CH3:19])[CH3:18]. Product: [CH3:16][N:17]([CH3:19])[CH:18]=[C:8]([C:5]1[CH:4]=[CH:3][C:2]([F:1])=[CH:7][CH:6]=1)[C:9]([O:11][CH2:12][CH3:13])=[O:10]. The catalyst class is: 31.